Predict the reaction yield, written as a fraction of the theoretical maximum amount of product (1.0 means a 100% yield; for example, 0.34 means a 34% yield). From a dataset of Reaction yield outcomes from USPTO patents with 853,638 reactions. (1) The product is [C:1]1(=[O:9])[CH2:8][CH2:7][CH2:6][CH2:5][CH2:4][CH2:3][CH2:2]1.[CH:20]1([OH:21])[CH2:19][CH2:14][CH2:15][CH2:16][CH2:17][CH2:18][CH2:22]1.[C:22]1(=[O:25])[CH2:23][CH2:6][CH2:5][CH2:4][C:3](=[O:9])[CH2:2][CH2:1]1. The reactants are [CH2:1]1[CH2:8][CH2:7][CH2:6][CH2:5][CH2:4][CH2:3][CH2:2]1.[OH:9]N1[C:20](=[O:21])[C:19]2[C:14](=[CH:15][CH:16]=[CH:17][CH:18]=2)S1(=O)=O.[C:22]([OH:25])(=O)[CH3:23]. No catalyst specified. The yield is 0.190. (2) The reactants are Cl.[CH3:2][N:3]1[CH:7]=[C:6]([C:8]2[N:13]=[C:12]([C:14]3[CH:15]=[N:16][N:17]([C:19]4([CH2:25][C:26]#[N:27])[CH2:24][CH2:23][NH:22][CH2:21][CH2:20]4)[CH:18]=3)[N:11]3[CH:28]=[CH:29][N:30]=[C:10]3[CH:9]=2)[CH:5]=[N:4]1.CCN(C(C)C)C(C)C.FC(F)(F)S(O[CH2:46][C:47]([F:50])([F:49])[F:48])(=O)=O. The catalyst is CN(C=O)C. The product is [CH3:2][N:3]1[CH:7]=[C:6]([C:8]2[N:13]=[C:12]([C:14]3[CH:15]=[N:16][N:17]([C:19]4([CH2:25][C:26]#[N:27])[CH2:20][CH2:21][N:22]([CH2:46][C:47]([F:50])([F:49])[F:48])[CH2:23][CH2:24]4)[CH:18]=3)[N:11]3[CH:28]=[CH:29][N:30]=[C:10]3[CH:9]=2)[CH:5]=[N:4]1. The yield is 0.100.